Task: Predict the reaction yield, written as a fraction of the theoretical maximum amount of product (1.0 means a 100% yield; for example, 0.34 means a 34% yield).. Dataset: Reaction yield outcomes from USPTO patents with 853,638 reactions (1) The reactants are [CH:1]1[C:2](=[O:16])[CH:3]=[CH:4][C:5]2=[N:6][C:7]3[CH:15]=[CH:14][CH:13]=[CH:12][C:8]=3[CH:9]=[CH:10][C:11]=12.[O-]S(S([O-])=O)=O.[Na+].[Na+]. The catalyst is C(Cl)(Cl)Cl.O. The product is [CH:1]1[C:11]2[CH:10]=[CH:9][C:8]3[CH:12]=[CH:13][CH:14]=[CH:15][C:7]=3[NH:6][C:5]=2[CH:4]=[CH:3][C:2]=1[OH:16]. The yield is 0.650. (2) The reactants are [C:1]([O:5][C:6](=[O:34])[NH:7][C@H:8]([C:28]1[CH:33]=[CH:32][CH:31]=[CH:30][CH:29]=1)[CH2:9][N:10]1[C:15](=[O:16])[C:14]([NH2:17])=[CH:13][N:12]([CH2:18][C:19]2[C:24]([F:25])=[CH:23][CH:22]=[CH:21][C:20]=2[F:26])[C:11]1=[O:27])([CH3:4])([CH3:3])[CH3:2].C(N(CC)CC)C.[Cl:42][CH2:43][C:44](Cl)=[O:45]. The catalyst is ClCCl. The product is [C:1]([O:5][C:6](=[O:34])[NH:7][C@H:8]([C:28]1[CH:33]=[CH:32][CH:31]=[CH:30][CH:29]=1)[CH2:9][N:10]1[C:15](=[O:16])[C:14]([NH:17][C:44](=[O:45])[CH2:43][Cl:42])=[CH:13][N:12]([CH2:18][C:19]2[C:20]([F:26])=[CH:21][CH:22]=[CH:23][C:24]=2[F:25])[C:11]1=[O:27])([CH3:4])([CH3:2])[CH3:3]. The yield is 0.760. (3) The reactants are C[O:2][C:3](=[O:22])[C:4]1[CH:16]=[C:15]([C:17]2[O:18][CH:19]=[CH:20][N:21]=2)[CH:14]=[C:6]([C:7]([N:9]([CH3:13])[CH2:10][CH2:11][CH3:12])=[O:8])[CH:5]=1.[OH-].[Li+]. The catalyst is C1COCC1. The product is [CH3:13][N:9]([CH2:10][CH2:11][CH3:12])[C:7](=[O:8])[C:6]1[CH:5]=[C:4]([CH:16]=[C:15]([C:17]2[O:18][CH:19]=[CH:20][N:21]=2)[CH:14]=1)[C:3]([OH:22])=[O:2]. The yield is 1.00.